From a dataset of Catalyst prediction with 721,799 reactions and 888 catalyst types from USPTO. Predict which catalyst facilitates the given reaction. (1) Reactant: I[C:2]1[CH:7]=[CH:6][N:5]([CH3:8])[C:4](=[O:9])[CH:3]=1.[OH:10][C:11]([CH3:44])([CH3:43])[CH2:12][C@@:13]1([C:37]2[CH:42]=[CH:41][CH:40]=[CH:39][CH:38]=2)[O:18][C:17](=[O:19])[N:16]([C@H:20]([C:22]2[CH:27]=[CH:26][C:25](B3OC(C)(C)C(C)(C)O3)=[CH:24][CH:23]=2)[CH3:21])[CH2:15][CH2:14]1.C([O-])([O-])=O.[Cs+].[Cs+]. The catalyst class is: 12. Product: [OH:10][C:11]([CH3:43])([CH3:44])[CH2:12][C@@:13]1([C:37]2[CH:42]=[CH:41][CH:40]=[CH:39][CH:38]=2)[O:18][C:17](=[O:19])[N:16]([C@H:20]([C:22]2[CH:23]=[CH:24][C:25]([C:2]3[CH:7]=[CH:6][N:5]([CH3:8])[C:4](=[O:9])[CH:3]=3)=[CH:26][CH:27]=2)[CH3:21])[CH2:15][CH2:14]1. (2) Reactant: Cl[C:2]1[CH:7]=[C:6]([CH2:8][C:9]([P:21](=[O:30])([O:26][CH:27]([CH3:29])[CH3:28])[O:22][CH:23]([CH3:25])[CH3:24])([P:11](=[O:20])([O:16][CH:17]([CH3:19])[CH3:18])[O:12][CH:13]([CH3:15])[CH3:14])[F:10])[CH:5]=[CH:4][N:3]=1.[NH:31]1[C:39]2[C:34](=[C:35](B(O)O)[CH:36]=[CH:37][CH:38]=2)[CH:33]=[N:32]1. Product: [NH:31]1[C:39]2[C:34](=[C:35]([C:2]3[CH:7]=[C:6]([CH2:8][C:9]([P:21](=[O:30])([O:26][CH:27]([CH3:29])[CH3:28])[O:22][CH:23]([CH3:25])[CH3:24])([P:11](=[O:20])([O:16][CH:17]([CH3:19])[CH3:18])[O:12][CH:13]([CH3:15])[CH3:14])[F:10])[CH:5]=[CH:4][N:3]=3)[CH:36]=[CH:37][CH:38]=2)[CH:33]=[N:32]1. The catalyst class is: 276. (3) The catalyst class is: 4. Reactant: [N:1]1[C:10]2[C:5](=[CH:6][CH:7]=[CH:8][CH:9]=2)[CH:4]=[C:3]([CH:11]=O)[CH:2]=1.[CH3:13][N:14]1[CH2:18][CH2:17][CH2:16][CH:15]1[CH2:19][CH2:20][NH2:21].[Na]. Product: [CH3:13][N:14]1[CH2:18][CH2:17][CH2:16][CH:15]1[CH2:19][CH2:20][NH:21][CH2:11][C:3]1[CH:2]=[N:1][C:10]2[C:5]([CH:4]=1)=[CH:6][CH:7]=[CH:8][CH:9]=2. (4) Reactant: [OH:1][C:2]1[CH:7]=[CH:6][C:5]([N:8]2[C:12]([CH3:14])([CH3:13])[C:11](=[O:15])[N:10]([C:16]3[CH:23]=[CH:22][C:19]([C:20]#[N:21])=[C:18]([C:24]([F:27])([F:26])[F:25])[CH:17]=3)[C:9]2=[S:28])=[CH:4][CH:3]=1.[O:29]1[CH:31]([CH3:32])[CH:30]1Cl.C(=O)([O-])[O-].[K+].[K+].O. Product: [CH3:13][C:12]1([CH3:14])[C:11](=[O:15])[N:10]([C:16]2[CH:23]=[CH:22][C:19]([C:20]#[N:21])=[C:18]([C:24]([F:26])([F:27])[F:25])[CH:17]=2)[C:9](=[S:28])[N:8]1[C:5]1[CH:4]=[CH:3][C:2]([O:1][CH2:32][CH:31]2[CH2:30][O:29]2)=[CH:7][CH:6]=1. The catalyst class is: 10. (5) Reactant: [C:1]([OH:4])(=[O:3])[CH3:2].C[O:6][C:7]1C=C(CC2C=NC(N)=NC=2N)[CH:10]=[CH:11][C:12]=1[O:13][CH2:14][CH2:15][NH:16][C:17]1[CH:18]=CC(S(C2C=CC(N)=CC=2)(=O)=O)=CC=1. The catalyst class is: 6. Product: [CH3:10][CH2:11][CH2:12][CH2:7][O:6][CH2:2][CH2:1][OH:4].[NH:16]([CH2:15][CH2:14][OH:13])[CH2:17][CH2:18][OH:3]. (6) Reactant: [CH3:1][S:2](Cl)(=[O:4])=[O:3].[C:6]([N:13]1[CH2:17][CH2:16][CH2:15][C@@H:14]1[CH2:18][OH:19])([O:8][C:9]([CH3:12])([CH3:11])[CH3:10])=[O:7].C(N(CC)CC)C. Product: [CH3:1][S:2]([O:19][CH2:18][C@H:14]1[CH2:15][CH2:16][CH2:17][N:13]1[C:6]([O:8][C:9]([CH3:12])([CH3:11])[CH3:10])=[O:7])(=[O:4])=[O:3]. The catalyst class is: 4.